This data is from Forward reaction prediction with 1.9M reactions from USPTO patents (1976-2016). The task is: Predict the product of the given reaction. (1) Given the reactants [C:1]([O:5][C:6]([N:8]1[CH2:11][CH:10]([C:12](O)=[O:13])[CH2:9]1)=[O:7])([CH3:4])([CH3:3])[CH3:2], predict the reaction product. The product is: [C:1]([O:5][C:6]([N:8]1[CH2:11][CH:10]([CH2:12][OH:13])[CH2:9]1)=[O:7])([CH3:4])([CH3:3])[CH3:2]. (2) Given the reactants [CH2:1]([O:3][P:4](Cl)([O:6][CH2:7][CH3:8])=[O:5])[CH3:2].[OH:10][CH2:11][CH2:12][C:13]1[CH:18]=[CH:17][C:16]([O:19][C:20](=[O:43])[CH2:21][C:22]2[C:30]3[C:25](=[CH:26][CH:27]=[C:28]([O:31][CH3:32])[CH:29]=3)[N:24]([C:33](=[O:41])[C:34]3[CH:39]=[CH:38][C:37]([Cl:40])=[CH:36][CH:35]=3)[C:23]=2[CH3:42])=[CH:15][CH:14]=1.CCN(C(C)C)C(C)C, predict the reaction product. The product is: [CH2:1]([O:3][P:4]([O:6][CH2:7][CH3:8])([O:10][CH2:11][CH2:12][C:13]1[CH:14]=[CH:15][C:16]([O:19][C:20](=[O:43])[CH2:21][C:22]2[C:30]3[C:25](=[CH:26][CH:27]=[C:28]([O:31][CH3:32])[CH:29]=3)[N:24]([C:33](=[O:41])[C:34]3[CH:35]=[CH:36][C:37]([Cl:40])=[CH:38][CH:39]=3)[C:23]=2[CH3:42])=[CH:17][CH:18]=1)=[O:5])[CH3:2]. (3) Given the reactants [OH:1][CH2:2][CH2:3][CH:4]=[CH:5][CH2:6][N:7]1[C:11](=[O:12])[O:10][N:9]=[C:8]1[CH3:13].C(N(CC)CC)C.[CH3:21][S:22](Cl)(=[O:24])=[O:23], predict the reaction product. The product is: [CH3:13][C:8]1[N:7]([CH2:6][CH:5]=[CH:4][CH2:3][CH2:2][O:1][S:22]([CH3:21])(=[O:24])=[O:23])[C:11](=[O:12])[O:10][N:9]=1. (4) Given the reactants [F:1][C:2]([F:24])([F:23])[C:3]1[CH:4]=[C:5]([C:13]2[N:17]=[CH:16][N:15](/[CH:18]=[CH:19]\[C:20](O)=[O:21])[N:14]=2)[CH:6]=[C:7]([C:9]([F:12])([F:11])[F:10])[CH:8]=1.C1C=CC2N(O)N=NC=2C=1.CCN=C=NCCCN(C)C.Cl.Cl.[F:48][C:49]1([F:54])[CH2:53][CH2:52][NH:51][CH2:50]1.CCN(C(C)C)C(C)C, predict the reaction product. The product is: [F:11][C:9]([F:12])([F:10])[C:7]1[CH:6]=[C:5]([C:13]2[N:17]=[CH:16][N:15](/[CH:18]=[CH:19]\[C:20]([N:51]3[CH2:52][CH2:53][C:49]([F:54])([F:48])[CH2:50]3)=[O:21])[N:14]=2)[CH:4]=[C:3]([C:2]([F:1])([F:24])[F:23])[CH:8]=1. (5) Given the reactants [CH3:1][O:2][C:3](=[O:16])[CH2:4][O:5][C:6]1[CH:11]=[CH:10][C:9]([Cl:12])=[C:8]([N+:13]([O-])=O)[CH:7]=1.[Cl-].[NH4+].O.[OH-].[Na+], predict the reaction product. The product is: [CH3:1][O:2][C:3](=[O:16])[CH2:4][O:5][C:6]1[CH:11]=[CH:10][C:9]([Cl:12])=[C:8]([NH2:13])[CH:7]=1. (6) Given the reactants [O:1]=[C:2]1[NH:6][C@H:5]([CH2:7]OS(C2C=CC(C)=CC=2)(=O)=O)[CH2:4][CH2:3]1.[N-:19]=[N+:20]=[N-:21].[Na+], predict the reaction product. The product is: [N:19]([CH2:7][C@H:5]1[NH:6][C:2](=[O:1])[CH2:3][CH2:4]1)=[N+:20]=[N-:21]. (7) The product is: [F:1][C:2]1[CH:7]=[CH:6][C:5]([CH:8]([C:12]2[CH:17]=[CH:16][C:15]([F:18])=[CH:14][CH:13]=2)[C:9]([NH:27][CH3:26])=[O:10])=[CH:4][CH:3]=1. Given the reactants [F:1][C:2]1[CH:7]=[CH:6][C:5]([CH:8]([C:12]2[CH:17]=[CH:16][C:15]([F:18])=[CH:14][CH:13]=2)[C:9](O)=[O:10])=[CH:4][CH:3]=1.C(Cl)(=O)C(Cl)=O.Cl.[CH3:26][NH2:27].[OH-].[Na+], predict the reaction product. (8) Given the reactants [N+:1]([C:4]1[CH:9]=[C:8]([N+:10]([O-])=O)[CH:7]=[CH:6][C:5]=1[O:13][C:14]([F:17])([F:16])[F:15])([O-])=O, predict the reaction product. The product is: [F:15][C:14]([F:16])([F:17])[O:13][C:5]1[CH:6]=[CH:7][C:8]([NH2:10])=[CH:9][C:4]=1[NH2:1]. (9) Given the reactants Br[C:2]1[N:7]=[CH:6][C:5]([C:8]2[CH:13]=[CH:12][CH:11]=[CH:10][CH:9]=2)=[CH:4][N:3]=1.B([C:17]1[C:18]2[C:23]([CH:24]=[C:25]3[C:30]=1[CH:29]=[CH:28][CH:27]=[CH:26]3)=[CH:22][CH:21]=[CH:20][CH:19]=2)(O)O.ClCCl, predict the reaction product. The product is: [CH:19]1[C:18]2[C:23](=[CH:24][C:25]3[C:30]([C:17]=2[C:2]2[N:7]=[CH:6][C:5]([C:8]4[CH:13]=[CH:12][CH:11]=[CH:10][CH:9]=4)=[CH:4][N:3]=2)=[CH:29][CH:28]=[CH:27][CH:26]=3)[CH:22]=[CH:21][CH:20]=1. (10) The product is: [C:48]([O:24][CH2:23][C:21]1[O:20][N:19]=[C:18]([C@H:9]([CH2:8][CH2:7][O:6][Si:5]([C:1]([CH3:2])([CH3:3])[CH3:4])([C:25]2[CH:26]=[CH:27][CH:28]=[CH:29][CH:30]=2)[C:31]2[CH:32]=[CH:33][CH:34]=[CH:35][CH:36]=2)[CH2:10][C:11]([O:13][C:14]([CH3:17])([CH3:16])[CH3:15])=[O:12])[CH:22]=1)(=[O:50])[CH3:49]. Given the reactants [C:1]([Si:5]([C:31]1[CH:36]=[CH:35][CH:34]=[CH:33][CH:32]=1)([C:25]1[CH:30]=[CH:29][CH:28]=[CH:27][CH:26]=1)[O:6][CH2:7][CH2:8][C@@H:9]([C:18]1[CH:22]=[C:21]([CH2:23][OH:24])[O:20][N:19]=1)[CH2:10][C:11]([O:13][C:14]([CH3:17])([CH3:16])[CH3:15])=[O:12])([CH3:4])([CH3:3])[CH3:2].C(N(CC)CC)C.C(Cl)(Cl)Cl.[C:48](Cl)(=[O:50])[CH3:49], predict the reaction product.